From a dataset of Reaction yield outcomes from USPTO patents with 853,638 reactions. Predict the reaction yield, written as a fraction of the theoretical maximum amount of product (1.0 means a 100% yield; for example, 0.34 means a 34% yield). The reactants are C(OC(=O)[NH:7][C:8]1[CH:13]=[CH:12][C:11]([C:14]2[N:15]([CH:31]3[CH2:34][CH2:33][CH2:32]3)[C:16]3[C:21]([C:22]=2[C:23]#[N:24])=[CH:20][CH:19]=[C:18]([O:25][CH2:26][S:27]([CH3:30])(=[O:29])=[O:28])[CH:17]=3)=[CH:10][CH:9]=1)(C)(C)C.C(O)(C(F)(F)F)=O. The catalyst is C(Cl)Cl. The product is [NH2:7][C:8]1[CH:9]=[CH:10][C:11]([C:14]2[N:15]([CH:31]3[CH2:34][CH2:33][CH2:32]3)[C:16]3[C:21]([C:22]=2[C:23]#[N:24])=[CH:20][CH:19]=[C:18]([O:25][CH2:26][S:27]([CH3:30])(=[O:29])=[O:28])[CH:17]=3)=[CH:12][CH:13]=1. The yield is 0.910.